Dataset: Reaction yield outcomes from USPTO patents with 853,638 reactions. Task: Predict the reaction yield, written as a fraction of the theoretical maximum amount of product (1.0 means a 100% yield; for example, 0.34 means a 34% yield). (1) The reactants are C1(C[CH:8]([NH:12][C:13]([C:15]2[CH:45]=[CH:44][C:18]3[N:19]([CH:38]4[CH2:43][CH2:42][CH2:41][CH2:40][CH2:39]4)[C:20]([C:22]4[CH:23]=[C:24]5[C:29](=[CH:30][CH:31]=4)[N:28]=[C:27](C4C=CC=CC=4)[CH:26]=[N:25]5)=[N:21][C:17]=3[CH:16]=2)=[O:14])[C:9]([OH:11])=[O:10])CCCCC1.N(C(OCC1C2C(=CC=CC=2)C2C1=CC=CC=2)=O)[C@H](C(O)=O)C[CH:49]1[CH2:54][CH2:53][CH2:52][CH2:51][CH2:50]1. No catalyst specified. The product is [CH:15]1([CH:8]([NH:12][C:13]([C:15]2[CH:45]=[CH:44][C:18]3[N:19]([CH:38]4[CH2:39][CH2:40][CH2:41][CH2:42][CH2:43]4)[C:20]([C:22]4[CH:23]=[C:24]5[C:29](=[CH:30][CH:31]=4)[N:28]=[C:27]([C:54]4[CH:49]=[CH:50][CH:51]=[CH:52][CH:53]=4)[CH:26]=[N:25]5)=[N:21][C:17]=3[CH:16]=2)=[O:14])[C:9]([OH:11])=[O:10])[CH2:45][CH2:44][CH2:18][CH2:17][CH2:16]1. The yield is 0.480. (2) The reactants are [Mn]([O-])(=O)(=O)=O.[K+].[CH:7]1([N:10]2[C:14]([S:15][CH3:16])=[N:13][N:12]=[C:11]2[C:17]2[CH:22]=[CH:21][N:20]=[CH:19][CH:18]=2)[CH2:9][CH2:8]1.S([O-])(O)=[O:24].[Na+].[OH2:28]. The catalyst is C(O)(=O)C. The product is [CH:7]1([N:10]2[C:14]([S:15]([CH3:16])(=[O:24])=[O:28])=[N:13][N:12]=[C:11]2[C:17]2[CH:22]=[CH:21][N:20]=[CH:19][CH:18]=2)[CH2:9][CH2:8]1. The yield is 0.940. (3) The reactants are C1(P(C2C=CC=CC=2)C2C=CC=CC=2)C=CC=CC=1.[C:20]([Cl:24])(Cl)(Cl)Cl.[CH2:25]([O:32][C:33]1[C:42]2[C:37](=[CH:38][CH:39]=[C:40]([F:43])[CH:41]=2)[CH:36]=[C:35](CO)[CH:34]=1)[C:26]1[CH:31]=[CH:30][CH:29]=[CH:28][CH:27]=1. The catalyst is C1COCC1. The product is [CH2:25]([O:32][C:33]1[C:42]2[C:37](=[CH:38][CH:39]=[C:40]([F:43])[CH:41]=2)[CH:36]=[C:35]([CH2:20][Cl:24])[CH:34]=1)[C:26]1[CH:27]=[CH:28][CH:29]=[CH:30][CH:31]=1. The yield is 0.906. (4) The reactants are [S:1]1[C:5]2[CH:6]=[CH:7][CH:8]=[CH:9][C:4]=2[N:3]=[C:2]1[S:10][CH2:11][C:12]([OH:14])=O.[NH:15]1[CH2:21][CH2:20][CH2:19][C:18](=[O:22])[C:17]2[CH:23]=[CH:24][CH:25]=[CH:26][C:16]1=2. No catalyst specified. The product is [S:1]1[C:5]2[CH:6]=[CH:7][CH:8]=[CH:9][C:4]=2[N:3]=[C:2]1[S:10][CH2:11][C:12]([N:15]1[CH2:21][CH2:20][CH2:19][C:18](=[O:22])[C:17]2[CH:23]=[CH:24][CH:25]=[CH:26][C:16]1=2)=[O:14]. The yield is 0.290. (5) The reactants are Br[C:2]1[CH:7]=[CH:6][C:5]([N+:8]([O-:10])=[O:9])=[CH:4][N:3]=1.[F:11][C:12]1[CH:17]=[CH:16][CH:15]=[CH:14][C:13]=1B(O)O.C1(P(C2C=CC=CC=2)C2C=CC=CC=2)C=CC=CC=1.C(=O)([O-])[O-].[Na+].[Na+]. The catalyst is C1(C)C=CC=CC=1.C(O)C.C([O-])(=O)C.C([O-])(=O)C.[Pd+2]. The product is [F:11][C:12]1[CH:17]=[CH:16][CH:15]=[CH:14][C:13]=1[C:2]1[CH:7]=[CH:6][C:5]([N+:8]([O-:10])=[O:9])=[CH:4][N:3]=1. The yield is 0.890. (6) The yield is 0.640. The product is [NH2:19][C:14]1[C:15]([C:17]#[N:18])=[N:16][C:11]([C:5]2[CH:6]=[CH:7][C:8]([O:9][CH3:10])=[C:3]([O:2][CH3:1])[CH:4]=2)=[CH:12][CH:13]=1. The catalyst is CO.Cl.[Fe]. The reactants are [CH3:1][O:2][C:3]1[CH:4]=[C:5]([C:11]2[N:16]=[C:15]([C:17]#[N:18])[C:14]([N+:19]([O-])=O)=[CH:13][CH:12]=2)[CH:6]=[CH:7][C:8]=1[O:9][CH3:10].[OH-].[NH4+]. (7) The reactants are [CH2:1]([O:8][C:9]([NH:11][C:12]1[CH:13]=[C:14]([S:19]([NH2:22])(=[O:21])=[O:20])[CH:15]=[CH:16][C:17]=1[Cl:18])=[O:10])[C:2]1[CH:7]=[CH:6][CH:5]=[CH:4][CH:3]=1.[Cl:23][C:24]1[CH:25]=[C:26]([NH:40][C:41](OC2C=CC=CC=2)=[O:42])[C:27](=[CH:38][CH:39]=1)[C:28]([O:30][CH2:31][C:32]1[CH:37]=[CH:36][CH:35]=[CH:34][CH:33]=1)=[O:29]. No catalyst specified. The product is [CH2:1]([O:8][C:9]([NH:11][C:12]1[CH:13]=[C:14]([S:19]([NH:22][C:41]([NH:40][C:26]2[CH:25]=[C:24]([Cl:23])[CH:39]=[CH:38][C:27]=2[C:28]([O:30][CH2:31][C:32]2[CH:37]=[CH:36][CH:35]=[CH:34][CH:33]=2)=[O:29])=[O:42])(=[O:21])=[O:20])[CH:15]=[CH:16][C:17]=1[Cl:18])=[O:10])[C:2]1[CH:3]=[CH:4][CH:5]=[CH:6][CH:7]=1. The yield is 0.780. (8) The reactants are CS(O)(=O)=O.[NH2:6][C:7]1[CH:16]=[C:15]2[C:10]([CH:11]=[C:12]([C:20]3[C:21]([Cl:37])=[CH:22][C:23]([F:36])=[C:24]([NH:26][C:27]([NH:29][C:30]4[CH:35]=[CH:34][CH:33]=[CH:32][CH:31]=4)=[O:28])[CH:25]=3)[C:13](=[O:19])[N:14]2[CH2:17][CH3:18])=[CH:9][N:8]=1.[C:38]([CH2:40][C:41](OCC)=[O:42])#[N:39]. The catalyst is CN1C(=O)CCC1. The product is [Cl:37][C:21]1[CH:22]=[C:23]([F:36])[C:24]([NH:26][C:27]([NH:29][C:30]2[CH:31]=[CH:32][CH:33]=[CH:34][CH:35]=2)=[O:28])=[CH:25][C:20]=1[C:12]1[C:13](=[O:19])[N:14]([CH2:17][CH3:18])[C:15]2[C:10]([CH:11]=1)=[CH:9][N:8]=[C:7]([NH:6][C:41](=[O:42])[CH2:40][C:38]#[N:39])[CH:16]=2. The yield is 0.110.